The task is: Regression. Given two drug SMILES strings and cell line genomic features, predict the synergy score measuring deviation from expected non-interaction effect.. This data is from NCI-60 drug combinations with 297,098 pairs across 59 cell lines. (1) Drug 1: CC(C)NC(=O)C1=CC=C(C=C1)CNNC.Cl. Drug 2: COC1=C2C(=CC3=C1OC=C3)C=CC(=O)O2. Cell line: NCI-H522. Synergy scores: CSS=5.77, Synergy_ZIP=-2.22, Synergy_Bliss=2.26, Synergy_Loewe=0.225, Synergy_HSA=2.33. (2) Drug 1: CC1=C2C(C(=O)C3(C(CC4C(C3C(C(C2(C)C)(CC1OC(=O)C(C(C5=CC=CC=C5)NC(=O)OC(C)(C)C)O)O)OC(=O)C6=CC=CC=C6)(CO4)OC(=O)C)O)C)O. Drug 2: C1=NNC2=C1C(=O)NC=N2. Cell line: RXF 393. Synergy scores: CSS=17.3, Synergy_ZIP=-4.81, Synergy_Bliss=-0.395, Synergy_Loewe=-24.9, Synergy_HSA=-1.36. (3) Drug 1: CCC1=CC2CC(C3=C(CN(C2)C1)C4=CC=CC=C4N3)(C5=C(C=C6C(=C5)C78CCN9C7C(C=CC9)(C(C(C8N6C)(C(=O)OC)O)OC(=O)C)CC)OC)C(=O)OC.C(C(C(=O)O)O)(C(=O)O)O. Drug 2: CC1C(C(CC(O1)OC2CC(CC3=C2C(=C4C(=C3O)C(=O)C5=C(C4=O)C(=CC=C5)OC)O)(C(=O)CO)O)N)O.Cl. Cell line: LOX IMVI. Synergy scores: CSS=51.3, Synergy_ZIP=2.44, Synergy_Bliss=4.49, Synergy_Loewe=0.574, Synergy_HSA=6.88.